From a dataset of Catalyst prediction with 721,799 reactions and 888 catalyst types from USPTO. Predict which catalyst facilitates the given reaction. Reactant: [CH3:1][O:2][C:3]1[CH:4]=[C:5]([CH2:10][CH2:11][OH:12])[CH:6]=[C:7]([CH3:9])[CH:8]=1.[Br:13][C:14]1[C:15](O)=[C:16]([CH:21]=[CH:22][CH:23]=1)[C:17]([O:19][CH3:20])=[O:18].C1C=CC(P(C2C=CC=CC=2)C2C=CC=CC=2)=CC=1.N(C(OCC)=O)=NC(OCC)=O. Product: [Br:13][C:14]1[C:15]([O:12][CH2:11][CH2:10][C:5]2[CH:6]=[C:7]([CH3:9])[CH:8]=[C:3]([O:2][CH3:1])[CH:4]=2)=[C:16]([CH:21]=[CH:22][CH:23]=1)[C:17]([O:19][CH3:20])=[O:18]. The catalyst class is: 1.